This data is from Catalyst prediction with 721,799 reactions and 888 catalyst types from USPTO. The task is: Predict which catalyst facilitates the given reaction. (1) Reactant: [NH2:1][CH:2]([CH3:5])[CH2:3][OH:4].[OH:6][CH2:7][C:8](=O)[CH3:9]. Product: [NH:1]([CH:8]([CH3:9])[CH2:7][OH:6])[CH:2]([CH3:5])[CH2:3][OH:4]. The catalyst class is: 856. (2) Reactant: [OH-].[Na+].[CH3:3][O:4][C:5]1[CH:14]=[CH:13][C:12]([S:15](=[O:18])(=[O:17])[NH2:16])=[CH:11][C:6]=1[C:7]([O:9]C)=[O:8].Cl. Product: [CH3:3][O:4][C:5]1[CH:14]=[CH:13][C:12]([S:15](=[O:18])(=[O:17])[NH2:16])=[CH:11][C:6]=1[C:7]([OH:9])=[O:8]. The catalyst class is: 5. (3) Reactant: [Cl:1][C:2]1[C:3]([C:19](=[O:29])[N:20]([CH2:25][CH2:26][CH2:27][CH3:28])[CH2:21][CH2:22][CH2:23][CH3:24])=[N:4][N:5]([C:8]2[CH:16]=[CH:15][C:14]([O:17][CH3:18])=[CH:13][C:9]=2[C:10](O)=[O:11])[C:6]=1[CH3:7].[CH2:30]1[C:39]2[C:34](=[CH:35][CH:36]=[CH:37][CH:38]=2)[CH2:33][C@@H:32]([CH2:40][OH:41])[NH:31]1.C(N=C=NCCCN(C)C)C.OC1C2N=NNC=2C=CC=1.C(N(CC)CC)C. Product: [CH2:25]([N:20]([CH2:21][CH2:22][CH2:23][CH3:24])[C:19]([C:3]1[C:2]([Cl:1])=[C:6]([CH3:7])[N:5]([C:8]2[CH:16]=[CH:15][C:14]([O:17][CH3:18])=[CH:13][C:9]=2[C:10]([N:31]2[C@H:32]([CH2:40][OH:41])[CH2:33][C:34]3[C:39](=[CH:38][CH:37]=[CH:36][CH:35]=3)[CH2:30]2)=[O:11])[N:4]=1)=[O:29])[CH2:26][CH2:27][CH3:28]. The catalyst class is: 4. (4) Reactant: [CH3:1][C:2]([OH:12])([CH3:11])[CH2:3][NH:4][C:5]1[CH:10]=[CH:9][CH:8]=[CH:7][CH:6]=1.C(=O)([O-])[O-].[K+].[K+].Br[CH2:20][C:21](OCC)=[O:22]. The catalyst class is: 3. Product: [CH3:11][C:2]1([CH3:1])[CH2:3][N:4]([C:5]2[CH:10]=[CH:9][CH:8]=[CH:7][CH:6]=2)[CH2:20][C:21](=[O:22])[O:12]1. (5) Reactant: [NH:1]1[C:10]2[C:5](=[CH:6][CH:7]=[CH:8][CH:9]=2)[CH2:4][CH2:3][CH2:2]1.[N+:11]([O-])([OH:13])=[O:12].C(=O)([O-])[O-].[K+].[K+]. Product: [N+:11]([C:8]1[CH:9]=[C:10]2[C:5]([CH2:4][CH2:3][CH2:2][NH:1]2)=[CH:6][CH:7]=1)([O-:13])=[O:12]. The catalyst class is: 65. (6) Reactant: [CH2:1]([O:8][C:9]1[CH:14]=[CH:13][C:12]([CH2:15][C@H:16]([NH:20][C:21]([O:23][C:24]([CH3:27])([CH3:26])[CH3:25])=[O:22])[C:17](O)=[O:18])=[CH:11][CH:10]=1)[C:2]1[CH:7]=[CH:6][CH:5]=[CH:4][CH:3]=1.O.O[N:30]1C2C=CC=CC=2N=N1.Cl.C(N=C=NCCCN(C)C)C.N. Product: [CH2:1]([O:8][C:9]1[CH:14]=[CH:13][C:12]([CH2:15][C@H:16]([NH:20][C:21](=[O:22])[O:23][C:24]([CH3:27])([CH3:26])[CH3:25])[C:17](=[O:18])[NH2:30])=[CH:11][CH:10]=1)[C:2]1[CH:7]=[CH:6][CH:5]=[CH:4][CH:3]=1. The catalyst class is: 35. (7) The catalyst class is: 22. Reactant: [Br:1]Br.[C:3]([NH:6][C:7]1[C:16]([N+:17]([O-:19])=[O:18])=[CH:15][C:10]([C:11]([O:13][CH3:14])=[O:12])=[C:9]([OH:20])[CH:8]=1)(=[O:5])[CH3:4].C(N)(C)(C)C.[O-]S([O-])(=S)=O.[Na+].[Na+].C([O-])(O)=O.[Na+]. Product: [C:3]([NH:6][C:7]1[C:16]([N+:17]([O-:19])=[O:18])=[CH:15][C:10]([C:11]([O:13][CH3:14])=[O:12])=[C:9]([OH:20])[C:8]=1[Br:1])(=[O:5])[CH3:4]. (8) The catalyst class is: 647. Reactant: [Br:1][C:2]1[CH:3]=[C:4]([C:10]([C:13]2[C:18]([Cl:19])=[CH:17][C:16]([C:20]([F:23])([F:22])[F:21])=[CH:15][N:14]=2)=[N:11][OH:12])[CH:5]=[CH:6][C:7]=1[O:8][CH3:9].Br[CH2:25][C:26]1[N:31]=[C:30]([N:32]2[C:40](=[O:41])[C:39]3[C:34](=[CH:35][CH:36]=[CH:37][CH:38]=3)[C:33]2=[O:42])[CH:29]=[CH:28][CH:27]=1.C(=O)([O-])[O-].[Cs+].[Cs+].[I-].[K+]. Product: [Br:1][C:2]1[CH:3]=[C:4]([C:10](=[N:11][O:12][CH2:25][C:26]2[N:31]=[C:30]([N:32]3[C:33](=[O:42])[C:34]4[C:39](=[CH:38][CH:37]=[CH:36][CH:35]=4)[C:40]3=[O:41])[CH:29]=[CH:28][CH:27]=2)[C:13]2[C:18]([Cl:19])=[CH:17][C:16]([C:20]([F:23])([F:22])[F:21])=[CH:15][N:14]=2)[CH:5]=[CH:6][C:7]=1[O:8][CH3:9].